Dataset: NCI-60 drug combinations with 297,098 pairs across 59 cell lines. Task: Regression. Given two drug SMILES strings and cell line genomic features, predict the synergy score measuring deviation from expected non-interaction effect. (1) Drug 1: CNC(=O)C1=CC=CC=C1SC2=CC3=C(C=C2)C(=NN3)C=CC4=CC=CC=N4. Drug 2: C1CCC(C1)C(CC#N)N2C=C(C=N2)C3=C4C=CNC4=NC=N3. Cell line: MALME-3M. Synergy scores: CSS=6.47, Synergy_ZIP=0.504, Synergy_Bliss=4.51, Synergy_Loewe=1.75, Synergy_HSA=2.28. (2) Synergy scores: CSS=20.8, Synergy_ZIP=2.29, Synergy_Bliss=0.589, Synergy_Loewe=-33.9, Synergy_HSA=0.297. Drug 2: CC=C1C(=O)NC(C(=O)OC2CC(=O)NC(C(=O)NC(CSSCCC=C2)C(=O)N1)C(C)C)C(C)C. Drug 1: CN(C)N=NC1=C(NC=N1)C(=O)N. Cell line: MCF7. (3) Drug 1: CCC1(CC2CC(C3=C(CCN(C2)C1)C4=CC=CC=C4N3)(C5=C(C=C6C(=C5)C78CCN9C7C(C=CC9)(C(C(C8N6C=O)(C(=O)OC)O)OC(=O)C)CC)OC)C(=O)OC)O.OS(=O)(=O)O. Drug 2: CC12CCC3C(C1CCC2O)C(CC4=C3C=CC(=C4)O)CCCCCCCCCS(=O)CCCC(C(F)(F)F)(F)F. Cell line: NCI/ADR-RES. Synergy scores: CSS=0.225, Synergy_ZIP=0.530, Synergy_Bliss=1.43, Synergy_Loewe=-2.13, Synergy_HSA=-2.06. (4) Drug 2: C1CN(P(=O)(OC1)NCCCl)CCCl. Synergy scores: CSS=-7.73, Synergy_ZIP=2.39, Synergy_Bliss=-3.55, Synergy_Loewe=-7.56, Synergy_HSA=-7.89. Cell line: NCI-H322M. Drug 1: CC1=CC2C(CCC3(C2CCC3(C(=O)C)OC(=O)C)C)C4(C1=CC(=O)CC4)C. (5) Drug 1: C1CN1P(=S)(N2CC2)N3CC3. Drug 2: CC1CCC2CC(C(=CC=CC=CC(CC(C(=O)C(C(C(=CC(C(=O)CC(OC(=O)C3CCCCN3C(=O)C(=O)C1(O2)O)C(C)CC4CCC(C(C4)OC)OCCO)C)C)O)OC)C)C)C)OC. Cell line: M14. Synergy scores: CSS=5.59, Synergy_ZIP=-1.63, Synergy_Bliss=-2.94, Synergy_Loewe=-3.25, Synergy_HSA=-3.70. (6) Drug 1: CCC1=C2CN3C(=CC4=C(C3=O)COC(=O)C4(CC)O)C2=NC5=C1C=C(C=C5)O. Drug 2: CC1C(C(CC(O1)OC2CC(CC3=C2C(=C4C(=C3O)C(=O)C5=C(C4=O)C(=CC=C5)OC)O)(C(=O)CO)O)N)O.Cl. Cell line: SK-MEL-28. Synergy scores: CSS=23.6, Synergy_ZIP=-5.34, Synergy_Bliss=-3.60, Synergy_Loewe=-3.90, Synergy_HSA=-1.71.